This data is from Reaction yield outcomes from USPTO patents with 853,638 reactions. The task is: Predict the reaction yield, written as a fraction of the theoretical maximum amount of product (1.0 means a 100% yield; for example, 0.34 means a 34% yield). (1) The reactants are [NH2:1][CH:2]([C:8]1[C:13]([Cl:14])=[CH:12][C:11]([Br:15])=[CH:10][N:9]=1)C(OCC)=O. The catalyst is Cl. The product is [ClH:14].[Br:15][C:11]1[CH:12]=[C:13]([Cl:14])[C:8]([CH2:2][NH2:1])=[N:9][CH:10]=1. The yield is 0.650. (2) The reactants are [CH3:1][C:2]1[NH:3][CH:4]=[CH:5][C:6]=1[C:7]([O:9][CH2:10][CH3:11])=[O:8].[Br:12]N1C(=O)CCC1=O.O.C(OCC)C. The catalyst is O1CCCC1. The product is [Br:12][C:4]1[NH:3][C:2]([CH3:1])=[C:6]([C:7]([O:9][CH2:10][CH3:11])=[O:8])[CH:5]=1. The yield is 0.970. (3) The reactants are [N+:1]([C:4]1[CH:40]=[CH:39][C:7]([O:8][C:9]2[CH:14]=[CH:13][C:12]([O:15][C:16]3[CH:21]=[CH:20][C:19]([N+:22]([O-])=O)=[CH:18][CH:17]=3)=[CH:11][C:10]=2[P:25](=[O:38])([C:32]2[CH:37]=[CH:36][CH:35]=[CH:34][CH:33]=2)[C:26]2[CH:31]=[CH:30][CH:29]=[CH:28][CH:27]=2)=[CH:6][CH:5]=1)([O-])=O. The catalyst is [Pd].O1CCOCC1. The product is [NH2:1][C:4]1[CH:5]=[CH:6][C:7]([O:8][C:9]2[CH:14]=[CH:13][C:12]([O:15][C:16]3[CH:17]=[CH:18][C:19]([NH2:22])=[CH:20][CH:21]=3)=[CH:11][C:10]=2[P:25](=[O:38])([C:26]2[CH:31]=[CH:30][CH:29]=[CH:28][CH:27]=2)[C:32]2[CH:37]=[CH:36][CH:35]=[CH:34][CH:33]=2)=[CH:39][CH:40]=1. The yield is 0.800. (4) The reactants are [CH3:1][O:2][C:3]1[CH:4]=[C:5]([C:9]2[CH2:10][CH2:11][CH2:12][N:13]=2)[CH:6]=[CH:7][CH:8]=1.[BH4-].[Na+]. The catalyst is C(O)C. The product is [CH3:1][O:2][C:3]1[CH:4]=[C:5]([CH:9]2[CH2:10][CH2:11][CH2:12][NH:13]2)[CH:6]=[CH:7][CH:8]=1. The yield is 0.990. (5) The reactants are [O:1]1[C:5]2([CH2:10][CH2:9][CH:8]([C:11]([O:13][CH2:14][CH3:15])=[O:12])[CH2:7][CH2:6]2)[O:4][CH2:3][CH2:2]1.[Li+].CC([N-]C(C)C)C.[C:24](=O)([O:27]C)[O:25][CH3:26]. The catalyst is C1COCC1. The product is [O:1]1[C:5]2([CH2:10][CH2:9][C:8]([C:24]([O:25][CH3:26])=[O:27])([C:11]([O:13][CH2:14][CH3:15])=[O:12])[CH2:7][CH2:6]2)[O:4][CH2:3][CH2:2]1. The yield is 0.700.